From a dataset of Forward reaction prediction with 1.9M reactions from USPTO patents (1976-2016). Predict the product of the given reaction. Given the reactants C(OC([CH:8]1[C:16](=[O:17])[CH2:15][CH2:14][C:13]2[N:9]1[C:10]1[CH:21]=[CH:20][CH:19]=[N:18][C:11]=1[CH:12]=2)=O)(C)(C)C, predict the reaction product. The product is: [N:18]1[C:11]2[CH:12]=[C:13]3[N:9]([C:10]=2[CH:21]=[CH:20][CH:19]=1)[CH2:8][C:16](=[O:17])[CH2:15][CH2:14]3.